Dataset: Forward reaction prediction with 1.9M reactions from USPTO patents (1976-2016). Task: Predict the product of the given reaction. Given the reactants [C:1]1([N:11]=[C:12]=[O:13])[C:10]2[C:5](=[CH:6][CH:7]=[CH:8][CH:9]=2)[CH:4]=[CH:3][CH:2]=1.Cl.[NH2:15][C:16]1[CH:17]=[C:18]2[C:23](=[CH:24][CH:25]=1)[CH2:22][C:21]1([C:29](=[O:30])[NH:28][C:27](=[O:31])[NH:26]1)[CH2:20][CH2:19]2.C(N(CC)C(C)C)(C)C, predict the reaction product. The product is: [C:1]1([NH:11][C:12]([NH:15][C:16]2[CH:17]=[C:18]3[C:23](=[CH:24][CH:25]=2)[CH2:22][C:21]2([C:29](=[O:30])[NH:28][C:27](=[O:31])[NH:26]2)[CH2:20][CH2:19]3)=[O:13])[C:10]2[C:5](=[CH:6][CH:7]=[CH:8][CH:9]=2)[CH:4]=[CH:3][CH:2]=1.